This data is from Full USPTO retrosynthesis dataset with 1.9M reactions from patents (1976-2016). The task is: Predict the reactants needed to synthesize the given product. (1) Given the product [F:12][C:13]1[CH:20]=[CH:19][C:16]([CH2:17][NH:1][C:2]2[CH:8]=[CH:7][C:5]([NH2:6])=[C:4]([N+:9]([O-:11])=[O:10])[CH:3]=2)=[CH:15][CH:14]=1, predict the reactants needed to synthesize it. The reactants are: [NH2:1][C:2]1[CH:8]=[CH:7][C:5]([NH2:6])=[C:4]([N+:9]([O-:11])=[O:10])[CH:3]=1.[F:12][C:13]1[CH:20]=[CH:19][C:16]([CH:17]=O)=[CH:15][CH:14]=1.[BH4-].[Na+].O. (2) Given the product [Cl:1][C:2]1[CH:3]=[C:4]2[C:8](=[CH:9][CH:10]=1)[N:7]([CH2:11][N:17]1[CH:18]=[CH:19][N:20]=[CH:16]1)[C:6](=[O:13])[CH2:5]2, predict the reactants needed to synthesize it. The reactants are: [Cl:1][C:2]1[CH:3]=[C:4]2[C:8](=[CH:9][CH:10]=1)[N:7]([CH2:11]O)[C:6](=[O:13])[CH2:5]2.C([C:16]1[NH:17][CH:18]=[CH:19][N:20]=1)([C:16]1[NH:17][CH:18]=[CH:19][N:20]=1)=O.